This data is from Reaction yield outcomes from USPTO patents with 853,638 reactions. The task is: Predict the reaction yield, written as a fraction of the theoretical maximum amount of product (1.0 means a 100% yield; for example, 0.34 means a 34% yield). (1) The reactants are [C:1]([O:5][C:6]([N:8]1[CH2:15][CH:14]2[CH:10]([CH2:11][CH2:12][CH2:13]2)[CH:9]1[C:16]([OH:18])=[O:17])=[O:7])([CH3:4])([CH3:3])[CH3:2].[CH3:19][C@@H:20]([NH2:27])[C:21]1[CH:26]=[CH:25][CH:24]=[CH:23][CH:22]=1. The catalyst is C(OCC)(=O)C. The product is [C:1]([O:5][C:6]([N:8]1[CH2:15][C@@H:14]2[CH2:13][CH2:12][CH2:11][C@@H:10]2[C@H:9]1[C:16]([O-:18])=[O:17])=[O:7])([CH3:4])([CH3:2])[CH3:3].[C:21]1([C@H:20]([NH3+:27])[CH3:19])[CH:26]=[CH:25][CH:24]=[CH:23][CH:22]=1. The yield is 0.430. (2) The reactants are C(OCC)(=O)C.C(OC(=O)[NH:16][C@H:17]([CH2:48][C:49]1[CH:54]=[CH:53][CH:52]=[CH:51][CH:50]=1)[C:18]([N:20]1[CH2:25][CH2:24][CH:23]([C:26]2[CH:31]=[CH:30][C:29]([O:32]CC3C=CC=CC=3)=[CH:28][C:27]=2[O:40]CC2C=CC=CC=2)[CH2:22][CH2:21]1)=[O:19])C1C=CC=CC=1. The catalyst is CO.[Pd]. The product is [NH2:16][C@H:17]([CH2:48][C:49]1[CH:50]=[CH:51][CH:52]=[CH:53][CH:54]=1)[C:18]([N:20]1[CH2:25][CH2:24][CH:23]([C:26]2[CH:31]=[CH:30][C:29]([OH:32])=[CH:28][C:27]=2[OH:40])[CH2:22][CH2:21]1)=[O:19]. The yield is 0.640. (3) The reactants are [N+:1]([C:4]1[CH:5]=[N:6][C:7]2[C:12]([C:13]=1[NH:14][CH2:15][C:16]1([OH:26])[CH2:25][CH2:24][C:19]3([O:23][CH2:22][CH2:21][O:20]3)[CH2:18][CH2:17]1)=[CH:11][CH:10]=[CH:9][CH:8]=2)([O-])=O. The catalyst is [Pt].C(#N)C. The product is [NH2:1][C:4]1[CH:5]=[N:6][C:7]2[C:12]([C:13]=1[NH:14][CH2:15][C:16]1([OH:26])[CH2:25][CH2:24][C:19]3([O:23][CH2:22][CH2:21][O:20]3)[CH2:18][CH2:17]1)=[CH:11][CH:10]=[CH:9][CH:8]=2. The yield is 0.990. (4) The reactants are [Br:1][C:2]1[CH:3]=[C:4]([OH:8])[CH:5]=[CH:6][CH:7]=1.S(=O)(=O)(O)O.C([O-])(O)=O.[Na+].[C:19](OC(=O)C)(=[O:21])[CH3:20]. The catalyst is O. The product is [C:19]([O:8][C:4]1[CH:5]=[CH:6][CH:7]=[C:2]([Br:1])[CH:3]=1)(=[O:21])[CH3:20]. The yield is 0.990. (5) The reactants are [CH:1]1[C:13]2[CH:12]([CH2:14][O:15][C:16]([NH:18][C:19]3[CH:27]=[CH:26][C:22]([C:23](O)=[O:24])=[CH:21][CH:20]=3)=[O:17])[C:11]3[C:6](=[CH:7][CH:8]=[CH:9][CH:10]=3)[C:5]=2[CH:4]=[CH:3][CH:2]=1.S(Cl)([Cl:30])=O. No catalyst specified. The product is [Cl:30][C:23]([C:22]1[CH:26]=[CH:27][C:19]([NH:18][C:16](=[O:17])[O:15][CH2:14][CH:12]2[C:11]3[CH:10]=[CH:9][CH:8]=[CH:7][C:6]=3[C:5]3[C:13]2=[CH:1][CH:2]=[CH:3][CH:4]=3)=[CH:20][CH:21]=1)=[O:24]. The yield is 0.920. (6) The reactants are Cl.[F:2][C:3]1([F:8])[CH2:7][CH2:6][NH:5][CH2:4]1.CCN(C(C)C)C(C)C.Cl[CH2:19][CH2:20][S:21](Cl)(=[O:23])=[O:22]. The catalyst is CC#N.CCOCC. The product is [F:2][C:3]1([F:8])[CH2:7][CH2:6][N:5]([S:21]([CH:20]=[CH2:19])(=[O:23])=[O:22])[CH2:4]1. The yield is 0.270. (7) The reactants are Br[CH2:2][C:3]1[CH:8]=[CH:7][C:6]([C:9]([F:12])([F:11])[F:10])=[CH:5][CH:4]=1.C(=O)([O-])[O-].[Cs+].[Cs+].[OH:19][N:20]=[C:21]([C:23]1[CH:24]=[CH:25][C:26]([O:29][CH2:30][C:31]([O:33][CH3:34])=[O:32])=[N:27][CH:28]=1)[CH3:22]. The catalyst is CN(C=O)C. The product is [F:10][C:9]([F:12])([F:11])[C:6]1[CH:7]=[CH:8][C:3]([CH2:2][O:19][N:20]=[C:21]([C:23]2[CH:24]=[CH:25][C:26]([O:29][CH2:30][C:31]([O:33][CH3:34])=[O:32])=[N:27][CH:28]=2)[CH3:22])=[CH:4][CH:5]=1. The yield is 0.940.